From a dataset of HIV replication inhibition screening data with 41,000+ compounds from the AIDS Antiviral Screen. Binary Classification. Given a drug SMILES string, predict its activity (active/inactive) in a high-throughput screening assay against a specified biological target. (1) The molecule is C=CCCCC1(C)CCNC1=S. The result is 0 (inactive). (2) The molecule is COc1ccc(NC(=O)C(=O)Cc2ccc([N+](=O)[O-])c([N+](=O)[O-])c2CC(=O)C(=O)Nc2ccc(OC)cc2OC)c(OC)c1. The result is 0 (inactive).